Predict the reactants needed to synthesize the given product. From a dataset of Full USPTO retrosynthesis dataset with 1.9M reactions from patents (1976-2016). Given the product [F:1][C:2]1[CH:7]=[C:6]([F:8])[CH:5]=[CH:4][C:3]=1[C@@:9]([OH:10])([CH2:13][N:14]1[CH:18]=[N:17][CH:16]=[N:15]1)[C@H:11]([N:24]1[CH:28]=[C:27](/[CH:29]=[CH:30]/[C:31]2[CH:38]=[CH:37][C:34]([C:35]#[N:36])=[CH:33][CH:32]=2)[CH:26]=[N:25]1)[CH3:12], predict the reactants needed to synthesize it. The reactants are: [F:1][C:2]1[CH:7]=[C:6]([F:8])[CH:5]=[CH:4][C:3]=1[C@@:9]1([CH2:13][N:14]2[CH:18]=[N:17][CH:16]=[N:15]2)[C@H:11]([CH3:12])[O:10]1.C(=O)([O-])[O-].[Ca+2].[NH:24]1[CH:28]=[C:27](/[CH:29]=[CH:30]/[C:31]2[CH:38]=[CH:37][C:34]([C:35]#[N:36])=[CH:33][CH:32]=2)[CH:26]=[N:25]1.